From a dataset of Full USPTO retrosynthesis dataset with 1.9M reactions from patents (1976-2016). Predict the reactants needed to synthesize the given product. (1) Given the product [S:1]1[CH2:5][CH2:4][N:3]=[C:2]1[C:6]1[NH:7][C:8]2[C:13]([CH:14]=1)=[CH:12][CH:11]=[CH:10][C:9]=2[NH:15][CH3:21], predict the reactants needed to synthesize it. The reactants are: [S:1]1[CH2:5][CH2:4][N:3]=[C:2]1[C:6]1[NH:7][C:8]2[C:13]([CH:14]=1)=[CH:12][CH:11]=[CH:10][C:9]=2[NH2:15].C=O.N1C2C=CC=C[C:21]=2N=N1.O. (2) Given the product [Cl:23][C:20]1[CH:19]=[CH:18][N:17]=[C:16]2[CH:15]=[C:14]([C:12]([N:9]3[CH2:10][CH2:11][C@H:7]([O:6][CH2:2][CH2:3][O:4][CH3:5])[CH2:8]3)=[O:13])[S:22][C:21]=12, predict the reactants needed to synthesize it. The reactants are: Br[CH2:2][CH2:3][O:4][CH3:5].[OH:6][C@@H:7]1[CH2:11][CH2:10][N:9]([C:12]([C:14]2[S:22][C:21]3[C:16](=[N:17][CH:18]=[CH:19][C:20]=3[Cl:23])[CH:15]=2)=[O:13])[CH2:8]1. (3) Given the product [Br:14][C:6]1[C:5]([C:1]([CH3:4])([CH3:2])[CH3:3])=[CH:10][C:9]([N:19]2[CH2:20][CH2:21][N:16]([CH3:15])[CH2:17][CH2:18]2)=[C:8]([N+:11]([O-:13])=[O:12])[CH:7]=1, predict the reactants needed to synthesize it. The reactants are: [C:1]([C:5]1[CH:10]=[CH:9][C:8]([N+:11]([O-:13])=[O:12])=[CH:7][C:6]=1[Br:14])([CH3:4])([CH3:3])[CH3:2].[CH3:15][N:16]1[CH2:21][CH2:20][NH:19][CH2:18][CH2:17]1.